This data is from Reaction yield outcomes from USPTO patents with 853,638 reactions. The task is: Predict the reaction yield, written as a fraction of the theoretical maximum amount of product (1.0 means a 100% yield; for example, 0.34 means a 34% yield). (1) The reactants are C(N(C)C(=O)O[C:6]1[CH:11]=[CH:10][C:9]([C:12]2[C:13]3[C:14]4[CH:28]=[CH:27][S:26][C:15]=4[C:16](=[O:25])[NH:17][C:18]=3[C:19]([Cl:24])=[CH:20][C:21]=2[O:22]C)=[CH:8][CH:7]=1)C.B(Br)(Br)Br. No catalyst specified. The product is [ClH:24].[Cl:24][C:19]1[C:18]2[NH:17][C:16](=[O:25])[C:15]3[S:26][CH:27]=[CH:28][C:14]=3[C:13]=2[C:12]([C:9]2[CH:10]=[CH:11][C:6]([C@H:16]([NH:17][CH3:18])[CH3:15])=[CH:7][CH:8]=2)=[C:21]([OH:22])[CH:20]=1. The yield is 0.450. (2) The reactants are [NH2:1][C:2]1[CH:7]=[C:6]([C:8]([CH3:11])([CH3:10])[CH3:9])[CH:5]=[CH:4][C:3]=1[NH:12][C:13](=O)[CH2:14][CH2:15][CH2:16][CH2:17][S:18][CH2:19][C@@H:20]1[C@@H:27]2[C@@H:23]([O:24][C:25]([CH3:29])([CH3:28])[O:26]2)[C@H:22]([N:30]2[CH:38]=[N:37][C:36]3[C:31]2=[N:32][CH:33]=[N:34][C:35]=3[NH2:39])[O:21]1. The catalyst is CC(O)=O. The product is [C:8]([C:6]1[CH:5]=[CH:4][C:3]2[NH:12][C:13]([CH2:14][CH2:15][CH2:16][CH2:17][S:18][CH2:19][C@@H:20]3[C@H:27]4[O:26][C:25]([CH3:28])([CH3:29])[O:24][C@H:23]4[C@H:22]([N:30]4[CH:38]=[N:37][C:36]5[C:31]4=[N:32][CH:33]=[N:34][C:35]=5[NH2:39])[O:21]3)=[N:1][C:2]=2[CH:7]=1)([CH3:10])([CH3:9])[CH3:11]. The yield is 0.600. (3) The reactants are [F:1][C:2]1[CH:7]=[CH:6][C:5]([CH:8]([C:20]2[CH:25]=[CH:24][C:23]([F:26])=[CH:22][CH:21]=2)[N:9]2[CH:14]=[CH:13][CH:12]=[C:11]([C:15]([O:17]C)=[O:16])[C:10]2=[O:19])=[CH:4][CH:3]=1.[OH-].[Na+].Cl. The catalyst is CO. The product is [F:1][C:2]1[CH:7]=[CH:6][C:5]([CH:8]([C:20]2[CH:21]=[CH:22][C:23]([F:26])=[CH:24][CH:25]=2)[N:9]2[CH:14]=[CH:13][CH:12]=[C:11]([C:15]([OH:17])=[O:16])[C:10]2=[O:19])=[CH:4][CH:3]=1. The yield is 0.940. (4) The reactants are [F:1][C:2]1[CH:7]=[CH:6][C:5]([CH2:8][CH2:9][C:10]2[CH:17]=[CH:16][C:15]([F:18])=[CH:14][C:11]=2[C:12]#N)=[CH:4][CH:3]=1.[OH-:19].[Na+].[OH2:21].Cl. The catalyst is C(O)CO. The product is [F:1][C:2]1[CH:7]=[CH:6][C:5]([CH2:8][CH2:9][C:10]2[CH:17]=[CH:16][C:15]([F:18])=[CH:14][C:11]=2[C:12]([OH:21])=[O:19])=[CH:4][CH:3]=1. The yield is 0.884. (5) The reactants are [F:1][C:2]1[CH:7]=[CH:6][C:5]([C:8]2[N:9]=[C:10]3[C:15]([N+:16]([O-])=O)=[CH:14][CH:13]=[CH:12][N:11]3[C:19]=2[C:20](=[O:22])[CH3:21])=[CH:4][CH:3]=1.[Cl-].[NH4+]. The catalyst is CO.[Fe]. The product is [NH2:16][C:15]1[C:10]2[N:11]([C:19]([C:20](=[O:22])[CH3:21])=[C:8]([C:5]3[CH:6]=[CH:7][C:2]([F:1])=[CH:3][CH:4]=3)[N:9]=2)[CH:12]=[CH:13][CH:14]=1. The yield is 0.700. (6) The reactants are C([O:4][C:5]1[CH:10]=[CH:9][C:8]([C:11]2[O:12][C:13]3[C:20]([CH3:21])=[CH:19][C:18]([O:22]C(=O)C)=[CH:17][C:14]=3[C:15]=2Br)=[CH:7][CH:6]=1)(=O)C.C(=O)([O-])[O-].[K+].[K+].[C:32]1(B(O)O)[CH:37]=[CH:36][CH:35]=[CH:34][CH:33]=1.O. The catalyst is C1(C)C=CC=CC=1.C([O-])(=O)C.[Pd+2].C([O-])(=O)C.C(Cl)Cl. The product is [OH:4][C:5]1[CH:6]=[CH:7][C:8]([C:11]2[O:12][C:13]3[C:20]([CH3:21])=[CH:19][C:18]([OH:22])=[CH:17][C:14]=3[C:15]=2[C:32]2[CH:37]=[CH:36][CH:35]=[CH:34][CH:33]=2)=[CH:9][CH:10]=1. The yield is 0.520. (7) The reactants are CS(O[CH2:6][C:7]1[N:11]([C:12]2[CH:17]=[CH:16][C:15]([C:18]([NH:20][CH2:21][CH3:22])=[O:19])=[CH:14][CH:13]=2)[N:10]=[N:9][C:8]=1[C:23]([NH:25][CH:26]1[CH2:28][CH2:27]1)=[O:24])(=O)=O.C(=O)([O-])[O-].[K+].[K+].[NH:35]1[CH2:39][CH2:38][CH2:37][CH2:36]1. The catalyst is C(#N)C.C(OCC)(=O)C. The product is [CH:26]1([NH:25][C:23]([C:8]2[N:9]=[N:10][N:11]([C:12]3[CH:13]=[CH:14][C:15]([C:18]([NH:20][CH2:21][CH3:22])=[O:19])=[CH:16][CH:17]=3)[C:7]=2[CH2:6][N:35]2[CH2:39][CH2:38][CH2:37][CH2:36]2)=[O:24])[CH2:28][CH2:27]1. The yield is 0.835. (8) The yield is 0.330. The reactants are O=C1OCCO1.[S:7]=[C:8]1[O:12][CH2:11][CH2:10][O:9]1.[CH3:13][C:14](C)([CH2:19]O)[C@@H:15]([OH:18])CO.C(Cl)(Cl)=S.C(N(CC)CC)C. The product is [S:7]=[C:8]1[O:12][C@H:11]([C:14]([CH3:19])([CH3:13])[CH2:15][OH:18])[CH2:10][O:9]1. The catalyst is ClCCl. (9) The reactants are [N:1]1[C:8]([Cl:9])=[N:7][C:5](Cl)=[N:4][C:2]=1[Cl:3].CCN(C(C)C)C(C)C.[OH:19][CH2:20][C@H:21]1[CH2:23][C@H:22]1[C:24]#[N:25].CCOC(C)=O. The catalyst is C1COCC1. The product is [Cl:9][C:8]1[N:1]=[C:2]([Cl:3])[N:4]=[C:5]([O:19][CH2:20][C@H:21]2[CH2:23][C@H:22]2[C:24]#[N:25])[N:7]=1. The yield is 0.380.